Dataset: Reaction yield outcomes from USPTO patents with 853,638 reactions. Task: Predict the reaction yield, written as a fraction of the theoretical maximum amount of product (1.0 means a 100% yield; for example, 0.34 means a 34% yield). (1) The reactants are [CH3:1][O:2][C:3]1[CH:4]=[CH:5][C:6]2[O:10][C:9]([C:11]([OH:13])=O)=[CH:8][C:7]=2[CH:14]=1.[NH2:15][C@H:16]([CH2:21][CH:22]1[CH2:27][CH2:26][CH2:25][CH2:24][CH2:23]1)[C:17]([O:19][CH3:20])=[O:18]. No catalyst specified. The product is [CH:22]1([CH2:21][C@@H:16]([NH:15][C:11]([C:9]2[O:10][C:6]3[CH:5]=[CH:4][C:3]([O:2][CH3:1])=[CH:14][C:7]=3[CH:8]=2)=[O:13])[C:17]([O:19][CH3:20])=[O:18])[CH2:27][CH2:26][CH2:25][CH2:24][CH2:23]1. The yield is 0.450. (2) The reactants are [Cl:1][C:2]1[CH:11]=[CH:10][C:9]([C:12]2[C:17]([N+:18]([O-])=O)=[CH:16][CH:15]=[CH:14][N:13]=2)=[CH:8][C:3]=1[C:4]([O:6][CH3:7])=[O:5]. The catalyst is C(OCC)(=O)C.[Pd]. The product is [NH2:18][C:17]1[C:12]([C:9]2[CH:10]=[CH:11][C:2]([Cl:1])=[C:3]([CH:8]=2)[C:4]([O:6][CH3:7])=[O:5])=[N:13][CH:14]=[CH:15][CH:16]=1. The yield is 0.743.